Dataset: Retrosynthesis with 50K atom-mapped reactions and 10 reaction types from USPTO. Task: Predict the reactants needed to synthesize the given product. (1) Given the product CC(=O)Oc1cccc(OC2CCC2)c1, predict the reactants needed to synthesize it. The reactants are: CC(=O)Oc1cccc(O)c1.OC1CCC1. (2) Given the product CCOC(=O)c1cn(-c2cc3[nH]c(=O)[nH]c3cc2C)c(=O)n(Cc2cccc(C(F)(F)F)c2C)c1=O, predict the reactants needed to synthesize it. The reactants are: CCOC(=O)c1cn(-c2cc3[nH]c(=O)[nH]c3cc2C)c(=O)[nH]c1=O.Cc1c(CBr)cccc1C(F)(F)F. (3) Given the product CC(CSC(=O)c1ccccc1)C(=O)N1Cc2ccccc2C[C@H]1C(=O)O, predict the reactants needed to synthesize it. The reactants are: CC(CSC(=O)c1ccccc1)C(=O)N1Cc2ccccc2C[C@H]1C(=O)OC(C)(C)C. (4) Given the product CC1(O)CCN(Cc2ccc(C(=O)Cn3ccc(OCc4ccccc4)cc3=O)cc2F)CC1, predict the reactants needed to synthesize it. The reactants are: CC1(O)CCNCC1.O=C(Cn1ccc(OCc2ccccc2)cc1=O)c1ccc(CBr)c(F)c1. (5) The reactants are: CC1(C)OB(c2ccc(C(=O)NC3CC3)cc2)OC1(C)C.O=C(OCc1ccccc1)N1CCC[C@H]1c1nc2ncc(Br)cc2[nH]1. Given the product O=C(NC1CC1)c1ccc(-c2cnc3nc([C@@H]4CCCN4C(=O)OCc4ccccc4)[nH]c3c2)cc1, predict the reactants needed to synthesize it. (6) Given the product Cc1cc(N)nc(/C=C/c2nc3cc(Br)cnc3[nH]2)c1, predict the reactants needed to synthesize it. The reactants are: CC(=O)Nc1cc(C)cc(/C=C/c2nc3cc(Br)cnc3[nH]2)n1. (7) Given the product CC(C)(C)c1cc(C=C2SC(=O)NC2=O)cc(C(C)(C)C)c1O, predict the reactants needed to synthesize it. The reactants are: CC(C)(C)c1cc(C=O)cc(C(C)(C)C)c1O.O=C1CSC(=O)N1.